From a dataset of Full USPTO retrosynthesis dataset with 1.9M reactions from patents (1976-2016). Predict the reactants needed to synthesize the given product. (1) Given the product [O:23]=[C:22]1[CH2:21][CH:20]([CH2:24][CH:25]2[CH2:29][CH2:28][O:27][CH2:26]2)[CH2:19][C:18]([O:30][C:3](=[O:4])[C:2]([CH3:7])([CH3:6])[CH3:1])=[C:17]1[C:10]1[C:11]([CH3:16])=[CH:12][C:13]([CH3:15])=[CH:14][C:9]=1[CH3:8], predict the reactants needed to synthesize it. The reactants are: [CH3:1][C:2]([CH3:7])([CH3:6])[C:3](Cl)=[O:4].[CH3:8][C:9]1[CH:14]=[C:13]([CH3:15])[CH:12]=[C:11]([CH3:16])[C:10]=1[CH:17]1[C:22](=[O:23])[CH2:21][CH:20]([CH2:24][CH:25]2[CH2:29][CH2:28][O:27][CH2:26]2)[CH2:19][C:18]1=[O:30].C(N(CC)CC)C. (2) Given the product [Br:1][C:2]1[CH:3]=[C:4]([Cl:9])[CH:5]=[C:6]([CH2:8][Br:10])[CH:7]=1, predict the reactants needed to synthesize it. The reactants are: [Br:1][C:2]1[CH:7]=[C:6]([CH3:8])[CH:5]=[C:4]([Cl:9])[CH:3]=1.[Br:10]N1C(=O)CCC1=O.